This data is from Forward reaction prediction with 1.9M reactions from USPTO patents (1976-2016). The task is: Predict the product of the given reaction. Given the reactants [Br:1][C:2]1[CH:3]=[C:4]([CH:7]=[CH:8][C:9]=1[O:10][CH:11]1[CH2:16][CH2:15][CH2:14][CH2:13][CH2:12]1)[CH:5]=O.[N+:17]([CH2:20][CH2:21][CH2:22][CH2:23][CH3:24])([O-:19])=[O:18].C(N)CCC, predict the reaction product. The product is: [Br:1][C:2]1[CH:3]=[C:4](/[CH:5]=[C:20](/[N+:17]([O-:19])=[O:18])\[CH2:21][CH2:22][CH2:23][CH3:24])[CH:7]=[CH:8][C:9]=1[O:10][CH:11]1[CH2:16][CH2:15][CH2:14][CH2:13][CH2:12]1.